From a dataset of Reaction yield outcomes from USPTO patents with 853,638 reactions. Predict the reaction yield, written as a fraction of the theoretical maximum amount of product (1.0 means a 100% yield; for example, 0.34 means a 34% yield). (1) The reactants are [CH3:1][O:2][C:3](=[O:25])/[CH:4]=[CH:5]/[C:6]1[CH:11]=[CH:10][CH:9]=[CH:8][C:7]=1[NH:12][CH2:13][C:14]1[CH:15]=[C:16]([CH2:20][CH2:21][C:22](O)=[O:23])[CH:17]=[CH:18][CH:19]=1.[NH4+].[Cl-].C([N:30](CC)CC)C.C[N+]1(C2N=C(OC)N=C(OC)N=2)CCOCC1.[Cl-]. The catalyst is CO. The product is [NH2:30][C:22](=[O:23])[CH2:21][CH2:20][C:16]1[CH:15]=[C:14]([CH:19]=[CH:18][CH:17]=1)[CH2:13][NH:12][C:7]1[CH:8]=[CH:9][CH:10]=[CH:11][C:6]=1/[CH:5]=[CH:4]/[C:3]([O:2][CH3:1])=[O:25]. The yield is 0.780. (2) The reactants are [CH:1]([N:4]([CH3:23])[C:5]1[CH:14]=[CH:13][C:12]2[CH2:11][N:10](C(OC(C)(C)C)=O)[CH2:9][C@@H:8]([CH3:22])[C:7]=2[N:6]=1)([CH3:3])[CH3:2].C(OCC)(=O)C.[ClH:30]. The catalyst is CO. The product is [ClH:30].[CH:1]([N:4]([CH3:23])[C:5]1[CH:14]=[CH:13][C:12]2[CH2:11][NH:10][CH2:9][C@@H:8]([CH3:22])[C:7]=2[N:6]=1)([CH3:3])[CH3:2]. The yield is 0.740. (3) The reactants are [CH:1]1([N:6]2[C:10]3[N:11]=[C:12]([NH:15][C:16]4[CH:24]=[CH:23][C:19]([C:20](O)=[O:21])=[CH:18][N:17]=4)[N:13]=[CH:14][C:9]=3[CH:8]=[C:7]2[C:25](=[O:29])[N:26]([CH3:28])[CH3:27])[CH2:5][CH2:4][CH2:3][CH2:2]1.C(O[C:35](=O)[NH:36][CH2:37][CH2:38][NH:39]C)(C)(C)C.CN(C(ON1N=NC2C=CC=CC1=2)=[N+](C)C)C.F[P-](F)(F)(F)(F)F.CCN(C(C)C)C(C)C. The catalyst is CN(C=O)C. The product is [CH3:28][N:26]([CH3:27])[C:25]([C:7]1[N:6]([CH:1]2[CH2:2][CH2:3][CH2:4][CH2:5]2)[C:10]2[N:11]=[C:12]([NH:15][C:16]3[CH:24]=[CH:23][C:19]([C:20](=[O:21])[N:36]([CH2:37][CH2:38][NH2:39])[CH3:35])=[CH:18][N:17]=3)[N:13]=[CH:14][C:9]=2[CH:8]=1)=[O:29]. The yield is 0.770. (4) The reactants are [C:1]([C:3]1([CH3:27])[S:7][C:6]([C:8]2[NH:9][C:10]3[C:15]([CH:16]=2)=[CH:14][CH:13]=[CH:12][C:11]=3[N:17]([CH3:26])[S:18]([C:21]2[S:22][CH:23]=[CH:24][CH:25]=2)(=[O:20])=[O:19])=[N:5][CH2:4]1)#[N:2].[OH-].[Na+].[O:30]1CCCC1.C(O)(=O)CC(CC(O)=O)(C(O)=O)O. The catalyst is C(O)C. The product is [CH3:27][C:3]1([C:1]([NH2:2])=[O:30])[S:7][C:6]([C:8]2[NH:9][C:10]3[C:15]([CH:16]=2)=[CH:14][CH:13]=[CH:12][C:11]=3[N:17]([CH3:26])[S:18]([C:21]2[S:22][CH:23]=[CH:24][CH:25]=2)(=[O:20])=[O:19])=[N:5][CH2:4]1. The yield is 0.740.